Dataset: Forward reaction prediction with 1.9M reactions from USPTO patents (1976-2016). Task: Predict the product of the given reaction. (1) Given the reactants B.C1COCC1.[Br:7][CH2:8][C:9]([C:11]1[CH:22]=[CH:21][C:14]2[O:15][C:16]([CH3:20])([CH3:19])[O:17][CH2:18][C:13]=2[CH:12]=1)=[O:10].CO, predict the reaction product. The product is: [Br:7][CH2:8][C@@H:9]([C:11]1[CH:22]=[CH:21][C:14]2[O:15][C:16]([CH3:19])([CH3:20])[O:17][CH2:18][C:13]=2[CH:12]=1)[OH:10]. (2) Given the reactants [NH2:1][C:2]1[CH:10]=[C:9]2[C:5]([CH2:6][CH2:7][CH:8]2[CH2:11][N:12]2[CH2:17][CH2:16][C:15]([OH:29])([C:18]3[CH:23]=[CH:22][C:21]([Cl:24])=[C:20]([C:25]([F:28])([F:27])[F:26])[CH:19]=3)[CH2:14][CH2:13]2)=[CH:4][CH:3]=1.C(N([CH2:35][CH3:36])CC)C.Cl[CH2:38][C:39](Cl)=[O:40].[OH2:42], predict the reaction product. The product is: [C:39]([NH:1][C:2]1[CH:10]=[C:9]2[C:5]([CH2:6][CH2:7][CH:8]2[CH2:11][N:12]2[CH2:17][CH2:16][C:15]([O:29][C:35](=[O:42])[CH3:36])([C:18]3[CH:23]=[CH:22][C:21]([Cl:24])=[C:20]([C:25]([F:28])([F:27])[F:26])[CH:19]=3)[CH2:14][CH2:13]2)=[CH:4][CH:3]=1)(=[O:40])[CH3:38].